This data is from Full USPTO retrosynthesis dataset with 1.9M reactions from patents (1976-2016). The task is: Predict the reactants needed to synthesize the given product. (1) Given the product [OH:1][C:2]1[CH:21]=[CH:20][C:5]2[O:6][CH2:7][C:8]3[CH:19]=[CH:18][CH:17]=[CH:16][C:9]=3/[C:10](=[CH:11]\[CH2:12][CH2:13][NH:14][CH3:15])/[C:4]=2[CH:3]=1, predict the reactants needed to synthesize it. The reactants are: [OH:1][C:2]1[CH:21]=[CH:20][C:5]2[O:6][CH2:7][C:8]3[CH:19]=[CH:18][CH:17]=[CH:16][C:9]=3/[C:10](=[CH:11]/[CH2:12][CH2:13][NH:14][CH3:15])/[C:4]=2[CH:3]=1. (2) Given the product [C:1]([O:5][C:6]([N:8]1[CH2:9][CH2:10][N:11]([C:14]2[CH:19]=[C:18]([CH2:20][O:21][C:22]3[CH:27]=[CH:26][CH:25]=[CH:24][C:23]=3[C:28]([F:31])([F:29])[F:30])[C:17]([Br:32])=[CH:16][C:15]=2[NH2:33])[CH2:12][CH2:13]1)=[O:7])([CH3:4])([CH3:2])[CH3:3], predict the reactants needed to synthesize it. The reactants are: [C:1]([O:5][C:6]([N:8]1[CH2:13][CH2:12][N:11]([C:14]2[CH:19]=[C:18]([CH2:20][O:21][C:22]3[CH:27]=[CH:26][CH:25]=[CH:24][C:23]=3[C:28]([F:31])([F:30])[F:29])[C:17]([Br:32])=[CH:16][C:15]=2[N+:33]([O-])=O)[CH2:10][CH2:9]1)=[O:7])([CH3:4])([CH3:3])[CH3:2].O.O.[Sn](Cl)(Cl)(Cl)Cl.[OH-].[Na+]. (3) Given the product [C:1]([O:4][C@@H:5]1[C@@H:10]([CH2:11][O:12][C:13](=[O:15])[CH3:14])[O:9][C@H:8]([C:16]2[CH:17]=[C:18]([CH:23]=[CH:24][CH:25]=2)[C:19]([OH:21])=[O:20])[C@@H:7]([OH:26])[C@H:6]1[OH:27])(=[O:3])[CH3:2], predict the reactants needed to synthesize it. The reactants are: [C:1]([O:4][C@@H:5]1[C@@H:10]([CH2:11][O:12][C:13](=[O:15])[CH3:14])[O:9][C@H:8]([C:16]2[CH:17]=[C:18]([CH:23]=[CH:24][CH:25]=2)[C:19]([O:21]C)=[O:20])[C@@H:7]([OH:26])[C@H:6]1[OH:27])(=[O:3])[CH3:2].CO[Na].[OH-].[Na+]. (4) Given the product [CH3:1][O:2][C:3]1[CH:8]=[CH:7][C:6]([CH2:9][CH:10]([CH3:11])[NH:20][CH2:13][C:14]2[CH:19]=[CH:18][CH:17]=[CH:16][CH:15]=2)=[CH:5][CH:4]=1, predict the reactants needed to synthesize it. The reactants are: [CH3:1][O:2][C:3]1[CH:8]=[CH:7][C:6]([CH2:9][C:10](=O)[CH3:11])=[CH:5][CH:4]=1.[CH2:13]([NH2:20])[C:14]1[CH:19]=[CH:18][CH:17]=[CH:16][CH:15]=1.C([BH3-])#N.[Na+]. (5) Given the product [CH2:28]([O:27][CH2:26][C:21]([CH2:20][O:19][CH2:11][CH2:12][CH2:13][CH2:14][CH2:15][CH2:16][CH2:17][CH3:18])([CH:22]=[O:23])[CH:24]=[O:25])[CH2:29][CH2:30][CH2:31][CH2:32][CH2:33][CH2:34][CH3:35], predict the reactants needed to synthesize it. The reactants are: CS(C)=O.C(Cl)(=O)C(Cl)=O.[CH2:11]([O:19][CH2:20][C:21]([CH2:26][O:27][CH2:28][CH2:29][CH2:30][CH2:31][CH2:32][CH2:33][CH2:34][CH3:35])([CH2:24][OH:25])[CH2:22][OH:23])[CH2:12][CH2:13][CH2:14][CH2:15][CH2:16][CH2:17][CH3:18].CCN(CC)CC. (6) Given the product [Cl:19][C:20]1[CH:21]=[C:22]([C:10]#[C:9][CH2:8][CH:7]([NH:6][C:2]2[S:1][CH2:5][CH2:4][N:3]=2)[C:11]2[CH:16]=[CH:15][CH:14]=[C:13]([CH3:17])[C:12]=2[CH3:18])[CH:23]=[CH:24][CH:25]=1, predict the reactants needed to synthesize it. The reactants are: [S:1]1[CH2:5][CH2:4][N:3]=[C:2]1[NH:6][CH:7]([C:11]1[CH:16]=[CH:15][CH:14]=[C:13]([CH3:17])[C:12]=1[CH3:18])[CH2:8][C:9]#[CH:10].[Cl:19][C:20]1[CH:25]=[CH:24][CH:23]=[C:22](I)[CH:21]=1.C(NCC)C. (7) Given the product [CH3:34][O:35][C:4]([NH:5][C@H:8]([C:19]1[CH:24]=[CH:23][CH:22]=[CH:21][CH:20]=1)[C:9]([OH:11])=[O:10])=[O:38], predict the reactants needed to synthesize it. The reactants are: CN1CC[N:5]([CH:8]([C:19]2[CH:24]=[CH:23][CH:22]=[CH:21][CH:20]=2)[C:9]([O:11]CC2C=CC=CC=2)=[O:10])[CH2:4]C1.[H][H].C1(C[C:34](O)=[O:35])C=CC=CC=1.C[OH:38].